Dataset: Peptide-MHC class II binding affinity with 134,281 pairs from IEDB. Task: Regression. Given a peptide amino acid sequence and an MHC pseudo amino acid sequence, predict their binding affinity value. This is MHC class II binding data. (1) The peptide sequence is NSQDHGWDLNAASAY. The MHC is HLA-DQA10501-DQB10201 with pseudo-sequence HLA-DQA10501-DQB10201. The binding affinity (normalized) is 0.134. (2) The peptide sequence is DWLNKYSYYPEDPVK. The MHC is HLA-DQA10501-DQB10302 with pseudo-sequence HLA-DQA10501-DQB10302. The binding affinity (normalized) is 0. (3) The peptide sequence is VVLFAVFLGSAYGIP. The MHC is DRB1_0901 with pseudo-sequence DRB1_0901. The binding affinity (normalized) is 0.413. (4) The binding affinity (normalized) is 0.461. The MHC is DRB1_0802 with pseudo-sequence DRB1_0802. The peptide sequence is SQDLEISWNLNGLQAY. (5) The MHC is DRB1_0301 with pseudo-sequence DRB1_0301. The binding affinity (normalized) is 0. The peptide sequence is HSNWRAMASDFNLPP. (6) The peptide sequence is QRPLVTIKIGGQLKE. The MHC is HLA-DQA10103-DQB10603 with pseudo-sequence HLA-DQA10103-DQB10603. The binding affinity (normalized) is 0.519. (7) The peptide sequence is QVAFSYFPPPAAKED. The MHC is DRB1_0401 with pseudo-sequence DRB1_0401. The binding affinity (normalized) is 0.582. (8) The peptide sequence is GSDPKKLVLNIKYTR. The MHC is DRB1_0802 with pseudo-sequence DRB1_0802. The binding affinity (normalized) is 0.317. (9) The peptide sequence is LQLVGIQRAGLAPTG. The MHC is DRB1_0701 with pseudo-sequence DRB1_0701. The binding affinity (normalized) is 0.419.